Dataset: Full USPTO retrosynthesis dataset with 1.9M reactions from patents (1976-2016). Task: Predict the reactants needed to synthesize the given product. (1) The reactants are: [NH2:1][C:2]1[N:10]=[C:9]([NH2:11])[CH:8]=[CH:7][C:3]=1[C:4]([OH:6])=O.C(N(CC)CC)C.F[P-](F)(F)(F)(F)F.N1(O[P+](N(C)C)(N(C)C)N(C)C)C2C=CC=CC=2N=N1.[F:46][C:47]1[CH:60]=[CH:59][C:50]([O:51][C:52]2[O:56][C:55]([CH2:57][NH2:58])=[CH:54][CH:53]=2)=[CH:49][CH:48]=1. Given the product [NH2:1][C:2]1[N:10]=[C:9]([NH2:11])[CH:8]=[CH:7][C:3]=1[C:4]([NH:58][CH2:57][C:55]1[O:56][C:52]([O:51][C:50]2[CH:59]=[CH:60][C:47]([F:46])=[CH:48][CH:49]=2)=[CH:53][CH:54]=1)=[O:6], predict the reactants needed to synthesize it. (2) Given the product [C:1]([O:5][C:6](=[O:7])[NH:8][C:9]([CH3:14])([CH3:13])[C:10]([N:57]1[CH2:58][CH2:59][N:54]([C:48]2[CH:49]=[N:50][C:51]3[C:46]([CH:47]=2)=[N:45][C:44]([Cl:43])=[CH:53][CH:52]=3)[CH2:55][CH2:56]1)=[O:12])([CH3:2])([CH3:3])[CH3:4], predict the reactants needed to synthesize it. The reactants are: [C:1]([O:5][C:6]([NH:8][C:9]([CH3:14])([CH3:13])[C:10]([OH:12])=O)=[O:7])([CH3:4])([CH3:3])[CH3:2].C(N(CC)CC)C.C1C=CC2N(O)N=NC=2C=1.CCN=C=NCCCN(C)C.[Cl:43][C:44]1[CH:53]=[CH:52][C:51]2[C:46](=[CH:47][C:48]([N:54]3[CH2:59][CH2:58][NH:57][CH2:56][CH2:55]3)=[CH:49][N:50]=2)[N:45]=1. (3) Given the product [F:19][C:18]1[C:2]([C:24]#[C:23][C:22]([OH:25])([CH3:26])[CH2:21][F:20])=[CH:3][C:4]2[C:10]3[N:11]=[C:12]([C:14]([NH2:16])=[O:15])[S:13][C:9]=3[CH2:8][CH2:7][O:6][C:5]=2[CH:17]=1, predict the reactants needed to synthesize it. The reactants are: Br[C:2]1[C:18]([F:19])=[CH:17][C:5]2[O:6][CH2:7][CH2:8][C:9]3[S:13][C:12]([C:14]([NH2:16])=[O:15])=[N:11][C:10]=3[C:4]=2[CH:3]=1.[F:20][CH2:21][C:22]([CH3:26])([OH:25])[C:23]#[CH:24]. (4) Given the product [CH2:14]([N:21]1[CH2:22][CH:23]=[C:24]([C:28]2[CH:33]=[CH:32][C:31]([F:34])=[CH:30][CH:29]=2)[CH:2]([CH2:1][OH:4])[CH2:26]1)[C:15]1[CH:16]=[CH:17][CH:18]=[CH:19][CH:20]=1, predict the reactants needed to synthesize it. The reactants are: [C:1]([O-:4])(=O)[CH3:2].[K+].FC(F)(F)S([O-])(=O)=O.[CH2:14]([N+:21]12CC([CH2:26]1)[C:24]([C:28]1[CH:33]=[CH:32][C:31]([F:34])=[CH:30][CH:29]=1)=[CH:23][CH2:22]2)[C:15]1[CH:20]=[CH:19][CH:18]=[CH:17][CH:16]=1.O.[OH-].[Na+]. (5) Given the product [Cl:1][C:2]1[C:11]([NH2:12])=[CH:10][C:9]([CH:15]=[CH2:16])=[CH:8][C:3]=1[C:4]([O:6][CH3:7])=[O:5], predict the reactants needed to synthesize it. The reactants are: [Cl:1][C:2]1[C:11]([N+:12]([O-])=O)=[CH:10][C:9]([CH:15]=[CH2:16])=[CH:8][C:3]=1[C:4]([O:6][CH3:7])=[O:5].Cl[Sn]Cl. (6) Given the product [F:1][C:2]1[CH:9]=[N:8][CH:7]=[CH:6][C:3]=1[C:4]1[N:5]=[C:16]([OH:18])[C:15]2[C:19]([O:23][CH3:24])=[CH:20][N:21]=[CH:22][C:14]=2[N:13]=1, predict the reactants needed to synthesize it. The reactants are: [F:1][C:2]1[CH:9]=[N:8][CH:7]=[CH:6][C:3]=1[C:4]#[N:5].C[O-].[Na+].[NH2:13][C:14]1[CH:22]=[N:21][CH:20]=[C:19]([O:23][CH3:24])[C:15]=1[C:16]([OH:18])=O. (7) The reactants are: Br[C:2]1[CH:10]=[CH:9][C:8]([C:11]([NH2:13])=[O:12])=[C:7]2[C:3]=1[CH:4]=[CH:5][NH:6]2.CC1(C)C(C)(C)OB([C:22]2[CH:23]=[C:24]([CH:26]=[CH:27][CH:28]=2)[NH2:25])O1.C(=O)([O-])[O-].[Na+].[Na+]. Given the product [NH2:25][C:24]1[CH:23]=[C:22]([C:2]2[CH:10]=[CH:9][C:8]([C:11]([NH2:13])=[O:12])=[C:7]3[C:3]=2[CH:4]=[CH:5][NH:6]3)[CH:28]=[CH:27][CH:26]=1, predict the reactants needed to synthesize it.